From a dataset of Peptide-MHC class II binding affinity with 134,281 pairs from IEDB. Regression. Given a peptide amino acid sequence and an MHC pseudo amino acid sequence, predict their binding affinity value. This is MHC class II binding data. (1) The MHC is HLA-DQA10102-DQB10602 with pseudo-sequence HLA-DQA10102-DQB10602. The peptide sequence is THIFAEVLKD. The binding affinity (normalized) is 0.153. (2) The peptide sequence is GWGNGCGLFGKGSIV. The MHC is HLA-DQA10201-DQB10303 with pseudo-sequence HLA-DQA10201-DQB10303. The binding affinity (normalized) is 0. (3) The peptide sequence is ITYGETGGNSPVQEF. The MHC is HLA-DPA10201-DPB10501 with pseudo-sequence HLA-DPA10201-DPB10501. The binding affinity (normalized) is 0. (4) The peptide sequence is TTEEQKLIEDINVGF. The MHC is DRB1_0401 with pseudo-sequence DRB1_0401. The binding affinity (normalized) is 0.316.